From a dataset of Forward reaction prediction with 1.9M reactions from USPTO patents (1976-2016). Predict the product of the given reaction. (1) The product is: [NH:16]1[CH2:19][CH2:18][C@H:17]1[CH2:20][O:21][C:22]1[CH:23]=[C:24]([C:28]2[CH:29]=[C:30]([CH2:34][C@@H:35]([OH:43])[CH2:36][C:37]3[CH:42]=[CH:41][CH:40]=[CH:39][CH:38]=3)[CH:31]=[CH:32][CH:33]=2)[CH:25]=[N:26][CH:27]=1. Given the reactants FC(F)(F)C(O)=O.O.C(OC([N:16]1[CH2:19][CH2:18][C@H:17]1[CH2:20][O:21][C:22]1[CH:23]=[C:24]([C:28]2[CH:29]=[C:30]([CH2:34][C@@H:35]([OH:43])[CH2:36][C:37]3[CH:42]=[CH:41][CH:40]=[CH:39][CH:38]=3)[CH:31]=[CH:32][CH:33]=2)[CH:25]=[N:26][CH:27]=1)=O)(C)(C)C, predict the reaction product. (2) Given the reactants C([O:8][C:9]1[C:14]([C:15]([F:18])([F:17])[F:16])=[C:13]([O:19]CC2C=CC=CC=2)[CH:12]=[CH:11][C:10]=1[C:27]([CH:29]1[CH2:31][CH2:30]1)=[O:28])C1C=CC=CC=1, predict the reaction product. The product is: [CH:29]1([C:27]([C:10]2[CH:11]=[CH:12][C:13]([OH:19])=[C:14]([C:15]([F:17])([F:18])[F:16])[C:9]=2[OH:8])=[O:28])[CH2:31][CH2:30]1. (3) Given the reactants [CH2:1]([N:3]([CH2:15][CH3:16])[CH2:4][CH2:5][O:6][C:7]1[CH:12]=[CH:11][C:10]([CH2:13][NH2:14])=[CH:9][CH:8]=1)[CH3:2].[Cl:17][C:18]1[CH:23]=[C:22]([C:24](F)(F)F)[CH:21]=[CH:20][C:19]=1[C:28]#[C:29][C:30](O)=[O:31], predict the reaction product. The product is: [CH2:15]([N:3]([CH2:1][CH3:2])[CH2:4][CH2:5][O:6][C:7]1[CH:8]=[CH:9][C:10]([CH2:13][NH:14][C:30](=[O:31])[C:29]#[C:28][C:19]2[CH:20]=[CH:21][C:22]([CH3:24])=[CH:23][C:18]=2[Cl:17])=[CH:11][CH:12]=1)[CH3:16]. (4) Given the reactants FC(F)(F)C(O)=O.[OH:8][CH2:9][C:10]1([CH2:23][C:24]([CH3:26])=[CH2:25])[CH2:15][CH2:14][N:13](C(OC(C)(C)C)=O)[CH2:12][CH2:11]1, predict the reaction product. The product is: [CH3:25][C:24]1([CH3:26])[CH2:23][C:10]2([CH2:15][CH2:14][NH:13][CH2:12][CH2:11]2)[CH2:9][O:8]1.